From a dataset of Reaction yield outcomes from USPTO patents with 853,638 reactions. Predict the reaction yield, written as a fraction of the theoretical maximum amount of product (1.0 means a 100% yield; for example, 0.34 means a 34% yield). (1) The reactants are I[C:2]1[CH:3]=[CH:4][C:5]2[N:6]([CH:8]=[C:9]([NH:11][C:12]([CH:14]3[CH2:16][CH2:15]3)=[O:13])[N:10]=2)[N:7]=1.[NH2:17][C:18]1[C:19]([CH3:25])=[C:20]([OH:24])[CH:21]=[CH:22][CH:23]=1.C(=O)([O-])[O-].[K+].[K+]. The catalyst is CN(C)C=O. The product is [NH2:17][C:18]1[C:19]([CH3:25])=[C:20]([CH:21]=[CH:22][CH:23]=1)[O:24][C:2]1[CH:3]=[CH:4][C:5]2[N:6]([CH:8]=[C:9]([NH:11][C:12]([CH:14]3[CH2:16][CH2:15]3)=[O:13])[N:10]=2)[N:7]=1. The yield is 0.580. (2) The reactants are [C:1]([SiH2:5][O:6][C:7]([CH3:18])([CH3:17])[C:8]1[CH:9]=[C:10]([CH:13]=[CH:14][C:15]=1[Cl:16])[CH:11]=O)([CH3:4])([CH3:3])[CH3:2].C([O-])(O)=O.[Na+].[NH2:24][OH:25].Cl.CC(O)=O. The catalyst is CC#N.CCCC[N+](CCCC)(CCCC)CCCC.[Cl-].O. The product is [C:1]([SiH2:5][O:6][C:7]([CH3:18])([CH3:17])[C:8]1[CH:9]=[C:10]([CH:13]=[CH:14][C:15]=1[Cl:16])[CH:11]=[N:24][OH:25])([CH3:4])([CH3:3])[CH3:2]. The yield is 0.980.